Binary Classification. Given a drug SMILES string, predict its activity (active/inactive) in a high-throughput screening assay against a specified biological target. From a dataset of SARS-CoV-2 main protease (3CLPro) crystallographic fragment screen with 879 compounds. (1) The drug is CNc1ccccc1S(C)(=O)=O. The result is 0 (inactive). (2) The molecule is O=C(NCCC1=CCCCC1)c1cnccn1. The result is 0 (inactive). (3) The drug is CNC1CCN(c2ccccc2F)C1=O. The result is 0 (inactive).